Dataset: Forward reaction prediction with 1.9M reactions from USPTO patents (1976-2016). Task: Predict the product of the given reaction. (1) Given the reactants [OH:1][C:2]1[CH:7]=[C:6]([OH:8])[N:5]=[C:4]([C:9]([OH:11])=O)[N:3]=1.Cl.CN(C)CCCN=C=NCC.[CH3:24][N:25]1[CH:29]=[CH:28][C:27]([NH2:30])=[N:26]1.C(N(C(C)C)C(C)C)C, predict the reaction product. The product is: [CH3:24][N:25]1[CH:29]=[CH:28][C:27]([NH:30][C:9]([C:4]2[N:5]=[C:6]([OH:8])[CH:7]=[C:2]([OH:1])[N:3]=2)=[O:11])=[N:26]1. (2) The product is: [O:1]=[C:2]([O-:14])[C@@H:3]([C@H:5]([C@@H:7]([C@@H:9]([C:11]([O-:13])=[O:12])[OH:10])[OH:8])[OH:6])[OH:4].[NH3+:15][CH2:16][CH2:17][CH2:18][CH2:19][CH2:20][CH2:21][CH2:22][CH2:23][NH3+:24]. Given the reactants [O:1]=[C:2]([OH:14])[C@@H:3]([C@H:5]([C@@H:7]([C@@H:9]([C:11]([OH:13])=[O:12])[OH:10])[OH:8])[OH:6])[OH:4].[NH2:15][CH2:16][CH2:17][CH2:18][CH2:19][CH2:20][CH2:21][CH2:22][CH2:23][NH2:24], predict the reaction product. (3) Given the reactants Cl.C(N=C=NCCCN(C)C)C.N1(O)C2C=CC=CC=2N=N1.[OH:23][CH:24]([C:29]1([S:32]([C:35]2[CH:44]=[CH:43][C:42]3[C:37](=[CH:38][CH:39]=[CH:40][CH:41]=3)[CH:36]=2)(=[O:34])=[O:33])[CH2:31][CH2:30]1)[CH2:25][C:26](O)=[O:27].[N:45]1([CH2:51][C:52]2[CH:53]=[C:54]3[C:59](=[CH:60][CH:61]=2)[C@H:58]([NH2:62])[CH2:57][CH2:56][CH2:55]3)[CH2:50][CH2:49][CH2:48][CH2:47][CH2:46]1, predict the reaction product. The product is: [OH:23][CH:24]([C:29]1([S:32]([C:35]2[CH:44]=[CH:43][C:42]3[C:37](=[CH:38][CH:39]=[CH:40][CH:41]=3)[CH:36]=2)(=[O:34])=[O:33])[CH2:30][CH2:31]1)[CH2:25][C:26]([NH:62][C@H:58]1[C:59]2[C:54](=[CH:53][C:52]([CH2:51][N:45]3[CH2:46][CH2:47][CH2:48][CH2:49][CH2:50]3)=[CH:61][CH:60]=2)[CH2:55][CH2:56][CH2:57]1)=[O:27].